This data is from Forward reaction prediction with 1.9M reactions from USPTO patents (1976-2016). The task is: Predict the product of the given reaction. (1) The product is: [F:25][C:26]1[CH:31]=[CH:30][CH:29]=[CH:28][C:27]=1[C:32]1[CH:37]=[N:36][C:35]([N:38]2[C:46]3[C:41](=[CH:42][CH:43]=[C:44]([C:47]([N:54]([CH2:55][CH:56]([OH:58])[CH3:57])[CH3:53])=[O:48])[CH:45]=3)[C:40]([S:50]([CH3:52])=[O:51])=[CH:39]2)=[N:34][CH:33]=1. Given the reactants CN(C(ON1N=NC2C=CC=NC1=2)=[N+](C)C)C.F[P-](F)(F)(F)(F)F.[F:25][C:26]1[CH:31]=[CH:30][CH:29]=[CH:28][C:27]=1[C:32]1[CH:33]=[N:34][C:35]([N:38]2[C:46]3[C:41](=[CH:42][CH:43]=[C:44]([C:47](O)=[O:48])[CH:45]=3)[C:40]([S:50]([CH3:52])=[O:51])=[CH:39]2)=[N:36][CH:37]=1.[CH3:53][NH:54][CH2:55][CH:56]([OH:58])[CH3:57], predict the reaction product. (2) Given the reactants C([O:5][C:6]([C@@H:8]1[CH2:10][C@H:9]1[C:11]1[CH:16]=[CH:15][CH:14]=[CH:13][C:12]=1[F:17])=[O:7])(C)(C)C.FC(F)(F)C(O)=O, predict the reaction product. The product is: [F:17][C:12]1[CH:13]=[CH:14][CH:15]=[CH:16][C:11]=1[CH:9]1[CH2:10][CH:8]1[C:6]([OH:7])=[O:5]. (3) Given the reactants C([C:3]1[N:8]=[C:7]([CH:9](OCC)OCC)[N:6]=[C:5]([C:16]([F:19])([F:18])[F:17])[C:4]=1[N:20]1[CH:24]=[N:23][CH:22]=[N:21]1)C.C(OC(OCC)C1N=C(C(F)(F)F)C(N2C=NC=N2)=CN=1)C.Cl.[NH2:48][OH:49], predict the reaction product. The product is: [N:20]1([C:4]2[C:5]([C:16]([F:17])([F:18])[F:19])=[N:6][C:7]([CH:9]=[N:48][OH:49])=[N:8][CH:3]=2)[CH:24]=[N:23][CH:22]=[N:21]1. (4) Given the reactants [C:1]([OH:9])(=O)[C:2]1[CH:7]=[CH:6][CH:5]=[N:4][CH:3]=1.[NH2:10][C@@H:11]1[C@H:15]2[O:16][CH2:17][C@H:18]([NH:19][C:20](=[O:34])[C:21]3[CH:26]=[CH:25][CH:24]=[C:23]([O:27][C:28]4[CH:33]=[CH:32][CH:31]=[CH:30][CH:29]=4)[CH:22]=3)[C@H:14]2[O:13][CH2:12]1, predict the reaction product. The product is: [O:27]([C:23]1[CH:22]=[C:21]([CH:26]=[CH:25][CH:24]=1)[C:20]([NH:19][C@@H:18]1[C@H:14]2[O:13][CH2:12][C@H:11]([NH:10][C:1](=[O:9])[C:2]3[CH:7]=[CH:6][CH:5]=[N:4][CH:3]=3)[C@H:15]2[O:16][CH2:17]1)=[O:34])[C:28]1[CH:29]=[CH:30][CH:31]=[CH:32][CH:33]=1. (5) Given the reactants C[C@@H](PC)[C]1[C](P(C2C3C(=CC=CC=3)C=CC=2)C2C3C(=CC=CC=3)C=CC=2)[CH][CH][CH]1.[F:31][C:32]1[CH:33]=[C:34]([CH:53]=[CH:54][CH:55]=1)[CH2:35][C:36]1[C:45]2[C:40](=[CH:41][CH:42]=[C:43]([O:46][CH3:47])[CH:44]=2)[CH2:39][CH2:38][C:37]=1[NH:48][C:49](=[O:52])[CH2:50][CH3:51].[H][H], predict the reaction product. The product is: [F:31][C:32]1[CH:33]=[C:34]([CH:53]=[CH:54][CH:55]=1)[CH2:35][C@@H:36]1[C:45]2[C:40](=[CH:41][CH:42]=[C:43]([O:46][CH3:47])[CH:44]=2)[CH2:39][CH2:38][C@@H:37]1[NH:48][C:49](=[O:52])[CH2:50][CH3:51].